Dataset: Reaction yield outcomes from USPTO patents with 853,638 reactions. Task: Predict the reaction yield, written as a fraction of the theoretical maximum amount of product (1.0 means a 100% yield; for example, 0.34 means a 34% yield). (1) The reactants are [Cl:1][C:2]1[N:7]=[CH:6][C:5]([CH:8]([OH:14])[CH2:9][NH:10][CH2:11][CH2:12][OH:13])=[CH:4][CH:3]=1.[CH3:15][C:16]([O:19][C:20](O[C:20]([O:19][C:16]([CH3:18])([CH3:17])[CH3:15])=[O:21])=[O:21])([CH3:18])[CH3:17].O. The catalyst is C1COCC1. The product is [Cl:1][C:2]1[N:7]=[CH:6][C:5]([CH:8]([OH:14])[CH2:9][N:10]([CH2:11][CH2:12][OH:13])[C:20](=[O:21])[O:19][C:16]([CH3:18])([CH3:17])[CH3:15])=[CH:4][CH:3]=1. The yield is 0.450. (2) The reactants are [I:1][C:2]1[CH:15]=[CH:14][C:5]([C:6]([CH2:8][C:9]([O:11]CC)=O)=O)=[CH:4][CH:3]=1.[NH:16]([C:18]1[N:23]=[CH:22][CH:21]=[CH:20][N:19]=1)[NH2:17]. The catalyst is C(O)C. The product is [I:1][C:2]1[CH:3]=[CH:4][C:5]([C:6]2[CH:8]=[C:9]([OH:11])[N:16]([C:18]3[N:23]=[CH:22][CH:21]=[CH:20][N:19]=3)[N:17]=2)=[CH:14][CH:15]=1. The yield is 0.490. (3) The reactants are COC1C=CC(C[N:8]2[CH:19]=[C:18]3[C:10]([CH:11]([CH2:28][CH2:29][CH3:30])[CH2:12][C:13]4[S:14][C:15]([NH:20][C:21]5[N:26]=[C:25]([CH3:27])[CH:24]=[CH:23][N:22]=5)=[N:16][C:17]=43)=[N:9]2)=CC=1. The catalyst is C(O)(C(F)(F)F)=O. The yield is 0.270. The product is [CH3:27][C:25]1[CH:24]=[CH:23][N:22]=[C:21]([NH:20][C:15]2[S:14][C:13]3[CH2:12][CH:11]([CH2:28][CH2:29][CH3:30])[C:10]4[NH:9][N:8]=[CH:19][C:18]=4[C:17]=3[N:16]=2)[N:26]=1. (4) The reactants are [Cl:1][C:2]1[CH:32]=[CH:31][C:5]([CH2:6][N:7]2[C:11]3[CH:12]=[C:13]([N:17]4[CH2:22][CH2:21][NH:20][CH2:19][CH2:18]4)[C:14]([F:16])=[CH:15][C:10]=3[N:9]=[C:8]2[CH2:23][O:24][C:25]2[CH:30]=[CH:29][CH:28]=[CH:27][CH:26]=2)=[CH:4][CH:3]=1.[C:33](Cl)(=[O:40])[C:34]1[CH:39]=[CH:38][CH:37]=[CH:36][CH:35]=1. The catalyst is ClCCl. The product is [Cl:1][C:2]1[CH:32]=[CH:31][C:5]([CH2:6][N:7]2[C:11]3[CH:12]=[C:13]([N:17]4[CH2:22][CH2:21][N:20]([C:33]([C:34]5[CH:39]=[CH:38][CH:37]=[CH:36][CH:35]=5)=[O:40])[CH2:19][CH2:18]4)[C:14]([F:16])=[CH:15][C:10]=3[N:9]=[C:8]2[CH2:23][O:24][C:25]2[CH:30]=[CH:29][CH:28]=[CH:27][CH:26]=2)=[CH:4][CH:3]=1. The yield is 0.980. (5) The product is [Br:1][C:2]1[CH:7]=[CH:6][N:5]=[C:4]([C@H:8]2[CH2:12][CH2:11][C@:10]3([CH2:16][CH2:15][N:14]([CH3:17])[C:13]3=[O:18])[N:9]2[C:22]([O:24][C:25]([CH3:28])([CH3:27])[CH3:26])=[O:21])[C:3]=1[CH3:19]. The reactants are [Br:1][C:2]1[CH:7]=[CH:6][N:5]=[C:4]([CH:8]2[CH2:12][CH2:11][C@:10]3([CH2:16][CH2:15][N:14]([CH3:17])[C:13]3=[O:18])[NH:9]2)[C:3]=1[CH3:19].C(=O)(OC(C)(C)C)[O:21][C:22]([O:24][C:25]([CH3:28])([CH3:27])[CH3:26])=O. The catalyst is C(Cl)Cl. The yield is 0.620. (6) The product is [F:1][C:2]1[CH:31]=[CH:30][C:5]([CH2:6][NH:7][C:8]([C:10]2[N:11]=[C:12]3[CH:28]=[CH:27][C:26]([N:33]4[CH2:34][CH2:35][CH2:36][S:32]4(=[O:38])=[O:37])=[CH:25][N:13]3[C:14](=[O:24])[C:15]=2[O:16][CH2:17][C:18]2[CH:23]=[CH:22][CH:21]=[CH:20][CH:19]=2)=[O:9])=[CH:4][CH:3]=1. The yield is 0.950. The catalyst is CN(C=O)C.[Cu]I. The reactants are [F:1][C:2]1[CH:31]=[CH:30][C:5]([CH2:6][NH:7][C:8]([C:10]2[N:11]=[C:12]3[CH:28]=[CH:27][C:26](I)=[CH:25][N:13]3[C:14](=[O:24])[C:15]=2[O:16][CH2:17][C:18]2[CH:23]=[CH:22][CH:21]=[CH:20][CH:19]=2)=[O:9])=[CH:4][CH:3]=1.[S:32]1(=[O:38])(=[O:37])[CH2:36][CH2:35][CH2:34][NH:33]1.C(=O)([O-])[O-].[K+].[K+].Cl. (7) The reactants are Br[C:2]1[C:3]([C:8]2[CH:13]=[CH:12][C:11]([C:14]#[C:15][C:16]3[CH:21]=[CH:20][CH:19]=[C:18]([CH3:22])[N:17]=3)=[CH:10][CH:9]=2)=[N:4][N:5]([CH3:7])[CH:6]=1.CC1(C)C(C)(C)OB([C:31]2[CH:32]=[N:33][NH:34][CH:35]=2)O1.C([O-])(O)=O.[Na+].C([O-])([O-])=O.[K+].[K+]. The catalyst is O1CCOCC1.C1C=CC([P]([Pd]([P](C2C=CC=CC=2)(C2C=CC=CC=2)C2C=CC=CC=2)([P](C2C=CC=CC=2)(C2C=CC=CC=2)C2C=CC=CC=2)[P](C2C=CC=CC=2)(C2C=CC=CC=2)C2C=CC=CC=2)(C2C=CC=CC=2)C2C=CC=CC=2)=CC=1. The product is [CH3:22][C:18]1[CH:19]=[CH:20][CH:21]=[C:16]([C:15]#[C:14][C:11]2[CH:12]=[CH:13][C:8]([C:3]3[C:2]([C:31]4[CH:32]=[N:33][NH:34][CH:35]=4)=[CH:6][N:5]([CH3:7])[N:4]=3)=[CH:9][CH:10]=2)[N:17]=1. The yield is 0.180. (8) The reactants are [N+:1]([C:4]1[CH:15]=[CH:14][C:7]([CH2:8][C@@H:9]([C:11]([OH:13])=[O:12])[NH2:10])=[CH:6][CH:5]=1)([O-:3])=[O:2].[C:16]([O:20][C:21](O[C:21]([O:20][C:16]([CH3:19])([CH3:18])[CH3:17])=[O:22])=[O:22])([CH3:19])([CH3:18])[CH3:17]. The catalyst is [OH-].[Na+].C1COCC1.O.Cl. The product is [C:21]([NH:10][C@H:9]([C:11]([OH:13])=[O:12])[CH2:8][C:7]1[CH:6]=[CH:5][C:4]([N+:1]([O-:3])=[O:2])=[CH:15][CH:14]=1)([O:20][C:16]([CH3:19])([CH3:18])[CH3:17])=[O:22]. The yield is 0.880. (9) The reactants are [Br:1][C:2]1[C:3]([C:9]([O:11][CH3:12])=[O:10])=[CH:4][C:5](=[O:8])[NH:6][CH:7]=1.[CH2:13](Br)[C:14]1[CH:19]=[CH:18][CH:17]=[CH:16][CH:15]=1. The catalyst is CC#N.C(=O)([O-])[O-].[Ag+2]. The product is [CH2:13]([O:8][C:5]1[CH:4]=[C:3]([C:2]([Br:1])=[CH:7][N:6]=1)[C:9]([O:11][CH3:12])=[O:10])[C:14]1[CH:19]=[CH:18][CH:17]=[CH:16][CH:15]=1. The yield is 0.950. (10) The reactants are O[CH2:2][C@H:3]([NH:5][C:6](=[O:12])[O:7][C:8]([CH3:11])([CH3:10])[CH3:9])[CH3:4].C(Br)(Br)(Br)[Br:14].C1(P(C2C=CC=CC=2)C2C=CC=CC=2)C=CC=CC=1.O. The catalyst is C(Cl)Cl. The product is [Br:14][CH2:2][C@H:3]([NH:5][C:6](=[O:12])[O:7][C:8]([CH3:11])([CH3:10])[CH3:9])[CH3:4]. The yield is 0.500.